This data is from Forward reaction prediction with 1.9M reactions from USPTO patents (1976-2016). The task is: Predict the product of the given reaction. Given the reactants [NH2:1][CH2:2][CH2:3][C:4]1[CH:5]=[C:6]([NH:10][C:11]([NH:13][CH2:14][C:15]2[CH:20]=[CH:19][CH:18]=[CH:17][CH:16]=2)=[O:12])[CH:7]=[CH:8][CH:9]=1.[CH:21]([O:24]C(C)C)(C)C, predict the reaction product. The product is: [NH2:1][CH2:2][CH2:3][C:4]1[CH:5]=[C:6]([NH:10][C:11]([NH:13][CH2:14][C:15]2[CH:20]=[CH:19][CH:18]=[CH:17][C:16]=2[O:24][CH3:21])=[O:12])[CH:7]=[CH:8][CH:9]=1.